This data is from Tyrosyl-DNA phosphodiesterase HTS with 341,365 compounds. The task is: Binary Classification. Given a drug SMILES string, predict its activity (active/inactive) in a high-throughput screening assay against a specified biological target. (1) The molecule is Clc1ccc(CNc2sc(S(=O)(=O)CC)nc2S(=O)(=O)c2ccc(cc2)C)cc1. The result is 0 (inactive). (2) The molecule is O(CCn1c2c(c(c1)/C=C(\C(OCC)=O)C#N)cccc2)c1ccccc1. The result is 0 (inactive). (3) The molecule is O(c1cc(CCNC(=O)c2cc3c([nH]c2=O)ccnc3C)ccc1OCC)CC. The result is 0 (inactive). (4) The compound is O1c2c3c(c(O)c(c2OC(=O)c2c1c(c(O)cc2C)C=O)C)C(OC3O)=O. The result is 1 (active). (5) The drug is Fc1c(CNCc2ccc(cc2)C(O)=O)cccc1. The result is 0 (inactive). (6) The drug is O=C(N\N=C\c1ccc(C(C)C)cc1)c1ccc(n2nnnc2)cc1. The result is 0 (inactive). (7) The molecule is S1CCn2c1nc(c2/N=C\c1ccc(OC)cc1)c1ccc(OC)cc1. The result is 0 (inactive).